From a dataset of Experimentally validated miRNA-target interactions with 360,000+ pairs, plus equal number of negative samples. Binary Classification. Given a miRNA mature sequence and a target amino acid sequence, predict their likelihood of interaction. (1) The miRNA is mmu-miR-17-3p with sequence ACUGCAGUGAGGGCACUUGUAG. The protein sequence of the target gene is MKPQLVNLLLLCCCCLGRHGVAGTWSWSHQREAAALRESLHRHRYLNSFPHENSTAFYGVNQFSYLFPEEFKALYLGSKYAWAPRYPAEGQRPIPNVSLPLRFDWRDKHVVNPVRNQEMCGGCWAFSVVSAIESARAIQGKSLDYLSVQQVIDCSFNNSGCLGGSPLCALRWLNETQLKLVADSQYPFKAVNGQCRHFPQSQAGVSVKDFSAYNFRGQEDEMARALLSFGPLVVIVDAMSWQDYLGGIIQHHCSSGEANHAVLITGFDRTGNTPYWMVRNSWGSSWGVEGYAHVKMGGNV.... Result: 0 (no interaction). (2) The miRNA is mmu-miR-3572-3p with sequence UACACUUGUCCUUCUUUCCCCAG. The protein sequence of the target gene is MKKANRSAGSVPKVSGISKPQTVEKSKPENSSSAPTGVKPVRPGAAAALSKTKSNDDLLAGMAGGVNVTNGIKAKKSTCSSAAPSAPAPAMTISENKSKISTGTSSSAKRSTSAGNKESSSTRERLRERTRLNQSKKLPSVSQGANDVALAKRSRSRTAAEGDIRMSKSKSDNQISDKAALEAKVKDLLTLAKTKDVEILHLRNELRDMRAQLGISEDHCEGEDRSEVKETIIAHQPTDVESTLLQLQEQNTAIREELNQLKNENRMLKDRLNALGFSLEQRLDNSEKLFGYQSLSPEIT.... Result: 0 (no interaction).